Dataset: Forward reaction prediction with 1.9M reactions from USPTO patents (1976-2016). Task: Predict the product of the given reaction. The product is: [C:4]([O:3][C:1](=[O:2])[NH:8][CH2:9][C:10](=[O:12])[NH:64][C:61]1[CH:60]=[CH:59][C:58]([C:56](=[O:57])[CH2:55][N:54]2[C:53]3[CH:65]=[CH:66][CH:67]=[CH:68][C:52]=3[N:51]=[C:50]2[C:46]2[C:45]([NH2:44])=[N:49][O:48][N:47]=2)=[CH:63][CH:62]=1)([CH3:5])([CH3:6])[CH3:7]. Given the reactants [C:1]([NH:8][CH2:9][C:10]([OH:12])=O)([O:3][C:4]([CH3:7])([CH3:6])[CH3:5])=[O:2].F[P-](F)(F)(F)(F)F.N1(OC(N(C)C)=[N+](C)C)C2N=CC=CC=2N=N1.C(N(CC)CC)C.[NH2:44][C:45]1[C:46]([C:50]2[N:54]([CH2:55][C:56]([C:58]3[CH:63]=[CH:62][C:61]([NH2:64])=[CH:60][CH:59]=3)=[O:57])[C:53]3[CH:65]=[CH:66][CH:67]=[CH:68][C:52]=3[N:51]=2)=[N:47][O:48][N:49]=1, predict the reaction product.